Regression. Given two drug SMILES strings and cell line genomic features, predict the synergy score measuring deviation from expected non-interaction effect. From a dataset of Merck oncology drug combination screen with 23,052 pairs across 39 cell lines. (1) Drug 1: N.N.O=C(O)C1(C(=O)O)CCC1.[Pt]. Drug 2: O=C(NOCC(O)CO)c1ccc(F)c(F)c1Nc1ccc(I)cc1F. Cell line: A427. Synergy scores: synergy=-18.1. (2) Drug 1: CN(Cc1cnc2nc(N)nc(N)c2n1)c1ccc(C(=O)NC(CCC(=O)O)C(=O)O)cc1. Drug 2: N#Cc1ccc(Cn2cncc2CN2CCN(c3cccc(Cl)c3)C(=O)C2)cc1. Cell line: SKMEL30. Synergy scores: synergy=-6.31. (3) Drug 1: N.N.O=C(O)C1(C(=O)O)CCC1.[Pt]. Drug 2: COC1CC2CCC(C)C(O)(O2)C(=O)C(=O)N2CCCCC2C(=O)OC(C(C)CC2CCC(OP(C)(C)=O)C(OC)C2)CC(=O)C(C)C=C(C)C(O)C(OC)C(=O)C(C)CC(C)C=CC=CC=C1C. Cell line: CAOV3. Synergy scores: synergy=23.4.